From a dataset of Forward reaction prediction with 1.9M reactions from USPTO patents (1976-2016). Predict the product of the given reaction. Given the reactants C(OC([N:8]1[CH2:13][CH2:12][CH:11]([N:14]([C:18]([C:20]2[CH:21]=[N:22][C:23](Cl)=[N:24][CH:25]=2)=[O:19])[CH:15]2[CH2:17][CH2:16]2)[CH2:10][CH2:9]1)=O)(C)(C)C.[C:27]([C:29]1[CH:34]=[CH:33][C:32](B(O)O)=[CH:31][C:30]=1[F:38])#[N:28], predict the reaction product. The product is: [CH:15]1([N:14]([CH:11]2[CH2:12][CH2:13][NH:8][CH2:9][CH2:10]2)[C:18]([C:20]2[CH:25]=[N:24][C:23]([C:32]3[CH:33]=[CH:34][C:29]([C:27]#[N:28])=[C:30]([F:38])[CH:31]=3)=[N:22][CH:21]=2)=[O:19])[CH2:16][CH2:17]1.